This data is from Full USPTO retrosynthesis dataset with 1.9M reactions from patents (1976-2016). The task is: Predict the reactants needed to synthesize the given product. (1) Given the product [CH3:33][O:32][C:29]1[CH:30]=[C:31]2[C:26](=[CH:27][C:28]=1[O:34][CH3:35])[N:25]=[CH:24][N:23]=[C:22]2[O:20][C:8]1[C:9]([C:13]2[CH:18]=[CH:17][C:16]([CH3:19])=[CH:15][N:14]=2)=[N:10][C:11]([CH3:12])=[C:6]([CH3:5])[CH:7]=1, predict the reactants needed to synthesize it. The reactants are: CS(C)=O.[CH3:5][C:6]1[CH:7]=[C:8]([OH:20])[C:9]([C:13]2[CH:18]=[CH:17][C:16]([CH3:19])=[CH:15][N:14]=2)=[N:10][C:11]=1[CH3:12].Cl[C:22]1[C:31]2[C:26](=[CH:27][C:28]([O:34][CH3:35])=[C:29]([O:32][CH3:33])[CH:30]=2)[N:25]=[CH:24][N:23]=1.C(=O)([O-])[O-].[Cs+].[Cs+]. (2) The reactants are: [H-].[Na+].[Br:3][C:4]1[CH:5]=[C:6]2[C:11](=[N:12][CH:13]=1)[NH:10][CH2:9][CH2:8][CH2:7]2.[C:14](O[C:14]([O:16][C:17]([CH3:20])([CH3:19])[CH3:18])=[O:15])([O:16][C:17]([CH3:20])([CH3:19])[CH3:18])=[O:15]. Given the product [C:17]([O:16][C:14]([N:10]1[C:11]2[C:6](=[CH:5][C:4]([Br:3])=[CH:13][N:12]=2)[CH2:7][CH2:8][CH2:9]1)=[O:15])([CH3:20])([CH3:19])[CH3:18], predict the reactants needed to synthesize it.